Dataset: Full USPTO retrosynthesis dataset with 1.9M reactions from patents (1976-2016). Task: Predict the reactants needed to synthesize the given product. (1) Given the product [C:24]1([CH:30]([C:34]2[CH:35]=[CH:36][CH:37]=[CH:38][CH:39]=2)[CH2:31][CH2:32][N:4]2[CH2:3][CH2:2][N:1]([C:7]3[CH:8]=[C:9]([CH:15]=[CH:16][CH:17]=3)[C:10]([O:12][CH2:13][CH3:14])=[O:11])[CH2:6][CH2:5]2)[CH:29]=[CH:28][CH:27]=[CH:26][CH:25]=1, predict the reactants needed to synthesize it. The reactants are: [N:1]1([C:7]2[CH:8]=[C:9]([CH:15]=[CH:16][CH:17]=2)[C:10]([O:12][CH2:13][CH3:14])=[O:11])[CH2:6][CH2:5][NH:4][CH2:3][CH2:2]1.C(=O)([O-])[O-].[K+].[K+].[C:24]1([CH:30]([C:34]2[CH:39]=[CH:38][CH:37]=[CH:36][CH:35]=2)[CH2:31][CH2:32]Br)[CH:29]=[CH:28][CH:27]=[CH:26][CH:25]=1. (2) Given the product [CH3:19][O:20][C:21](=[O:26])[C:22]([O:12][C:3]1[CH:4]=[C:5]([CH3:11])[C:6]([S:8][C:9]#[N:10])=[CH:7][C:2]=1[CH3:1])([CH3:24])[CH3:23], predict the reactants needed to synthesize it. The reactants are: [CH3:1][C:2]1[CH:7]=[C:6]([S:8][C:9]#[N:10])[C:5]([CH3:11])=[CH:4][C:3]=1[OH:12].C(=O)([O-])[O-].[Cs+].[Cs+].[CH3:19][O:20][C:21](=[O:26])[C:22](Br)([CH3:24])[CH3:23]. (3) Given the product [CH2:29]([C@H:26]([NH:25][C:7]1[N:8]=[C:9]([C:11]2[CH:16]=[CH:15][C:14]([Cl:17])=[C:13]([Cl:18])[CH:12]=2)[C:10]2[C:2]([NH2:1])=[C:3]([C:22]([NH2:24])=[O:23])[S:4][C:5]=2[N:6]=1)[CH2:27][OH:28])[CH3:30], predict the reactants needed to synthesize it. The reactants are: [NH2:1][C:2]1[C:10]2[C:9]([C:11]3[CH:16]=[CH:15][C:14]([Cl:17])=[C:13]([Cl:18])[CH:12]=3)=[N:8][C:7](S(C)=O)=[N:6][C:5]=2[S:4][C:3]=1[C:22]([NH2:24])=[O:23].[NH2:25][C@@H:26]([CH2:29][CH3:30])[CH2:27][OH:28]. (4) Given the product [NH2:15][CH2:14][C:13]1[CH:17]=[C:18]([C:21]([F:23])([F:24])[F:22])[CH:19]=[CH:20][C:12]=1[N:11]([CH2:10][CH:7]1[CH2:9][CH2:8]1)[CH2:25][CH2:26][CH3:27], predict the reactants needed to synthesize it. The reactants are: [H-].[Al+3].[Li+].[H-].[H-].[H-].[CH:7]1([CH2:10][N:11]([CH2:25][CH2:26][CH3:27])[C:12]2[CH:20]=[CH:19][C:18]([C:21]([F:24])([F:23])[F:22])=[CH:17][C:13]=2[CH:14]=[N:15]O)[CH2:9][CH2:8]1.O.[OH-].[Na+]. (5) Given the product [CH2:36]([N:8]1[C:9]2[C:10](=[O:11])[N:2]([CH3:1])[C:3](=[O:22])[N:4]([CH3:21])[C:5]=2[N:6]=[C:7]1[S:12][CH:13]([CH2:19][CH3:20])[C:14]([O:16][CH2:17][CH3:18])=[O:15])[C:33]1[CH:34]=[CH:35][CH:30]=[CH:31][CH:32]=1, predict the reactants needed to synthesize it. The reactants are: [CH3:1][N:2]1[C:10](=[O:11])[C:9]2[NH:8][C:7]([S:12][CH:13]([CH2:19][CH3:20])[C:14]([O:16][CH2:17][CH3:18])=[O:15])=[N:6][C:5]=2[N:4]([CH3:21])[C:3]1=[O:22].C(=O)([O-])[O-].[K+].[K+].Br[C:30]1[CH:35]=[CH:34][C:33]([CH2:36]Br)=[CH:32][CH:31]=1.O. (6) Given the product [CH2:1]([O:8][C:9]1[CH:17]=[C:16]([O:18][CH2:19][C:20]2[CH:25]=[CH:24][CH:23]=[CH:22][CH:21]=2)[CH:15]=[CH:14][C:10]=1[C:11]([NH:32][C:33]1[CH:38]=[CH:37][C:36]([N+:39]([O-:41])=[O:40])=[CH:35][C:34]=1[OH:42])=[O:12])[C:2]1[CH:3]=[CH:4][CH:5]=[CH:6][CH:7]=1, predict the reactants needed to synthesize it. The reactants are: [CH2:1]([O:8][C:9]1[CH:17]=[C:16]([O:18][CH2:19][C:20]2[CH:25]=[CH:24][CH:23]=[CH:22][CH:21]=2)[CH:15]=[CH:14][C:10]=1[C:11](O)=[O:12])[C:2]1[CH:7]=[CH:6][CH:5]=[CH:4][CH:3]=1.C([O-])([O-])=O.[K+].[K+].[NH2:32][C:33]1[CH:38]=[CH:37][C:36]([N+:39]([O-:41])=[O:40])=[CH:35][C:34]=1[OH:42]. (7) The reactants are: [Cl:1][C:2]1[N:3]=[C:4](Cl)[C:5]2[CH:10]=[CH:9][N:8]([CH2:11][O:12][CH2:13][CH2:14][Si:15]([CH3:18])([CH3:17])[CH3:16])[C:6]=2[N:7]=1.[OH:20][C:21]1[CH:22]=[C:23]([NH:27][C:28](=[O:34])[O:29][C:30]([CH3:33])([CH3:32])[CH3:31])[CH:24]=[CH:25][CH:26]=1.C([O-])([O-])=O.[K+].[K+].CCOC(C)=O. Given the product [Cl:1][C:2]1[N:3]=[C:4]([O:20][C:21]2[CH:22]=[C:23]([NH:27][C:28](=[O:34])[O:29][C:30]([CH3:32])([CH3:31])[CH3:33])[CH:24]=[CH:25][CH:26]=2)[C:5]2[CH:10]=[CH:9][N:8]([CH2:11][O:12][CH2:13][CH2:14][Si:15]([CH3:18])([CH3:17])[CH3:16])[C:6]=2[N:7]=1, predict the reactants needed to synthesize it.